From a dataset of Full USPTO retrosynthesis dataset with 1.9M reactions from patents (1976-2016). Predict the reactants needed to synthesize the given product. (1) Given the product [F:29][C:20]1[CH:19]=[C:18]([N:11]2[C@@H:12]3[CH2:17][CH2:16][CH2:15][CH2:14][C@H:13]3[N:9]([C:6]3[CH:7]=[CH:8][C:3]([C:1]#[N:2])=[C:4]([C:31]([F:33])([F:34])[F:32])[CH:5]=3)[C:10]2=[O:30])[CH:23]=[CH:22][C:21]=1[NH:24][CH3:25], predict the reactants needed to synthesize it. The reactants are: [C:1]([C:3]1[CH:8]=[CH:7][C:6]([N:9]2[C@@H:13]3[CH2:14][CH2:15][CH2:16][CH2:17][C@H:12]3[N:11]([C:18]3[CH:23]=[CH:22][C:21]([N:24](C)[C:25](=O)C)=[C:20]([F:29])[CH:19]=3)[C:10]2=[O:30])=[CH:5][C:4]=1[C:31]([F:34])([F:33])[F:32])#[N:2].C([O-])(O)=O.[Na+]. (2) Given the product [CH3:25][N:22]1[C:23]2[CH:24]=[C:16]([N:11]3[CH:12]=[CH:13][C:8]([C:5]4[CH:4]=[CH:3][C:2]([CH3:1])=[CH:7][N:6]=4)=[CH:9][C:10]3=[O:14])[CH:17]=[CH:18][C:19]=2[C:20]2[CH2:29][N:28]([C:30]([O:32][C:33]([CH3:36])([CH3:35])[CH3:34])=[O:31])[CH2:27][CH2:26][C:21]1=2, predict the reactants needed to synthesize it. The reactants are: [CH3:1][C:2]1[CH:3]=[CH:4][C:5]([C:8]2[CH:13]=[CH:12][NH:11][C:10](=[O:14])[CH:9]=2)=[N:6][CH:7]=1.Br[C:16]1[CH:17]=[CH:18][C:19]2[C:20]3[CH2:29][N:28]([C:30]([O:32][C:33]([CH3:36])([CH3:35])[CH3:34])=[O:31])[CH2:27][CH2:26][C:21]=3[N:22]([CH3:25])[C:23]=2[CH:24]=1. (3) Given the product [Cl:1][C:2]1[CH:3]=[N:4][C:5]2[C:10]([C:11]=1[Cl:20])=[N:9][C:8]([OH:13])=[CH:7][CH:6]=2, predict the reactants needed to synthesize it. The reactants are: [Cl:1][C:2]1[CH:3]=[N:4][C:5]2[C:10]([C:11]=1O)=[N:9][C:8]([O:13]C)=[CH:7][CH:6]=2.O.[OH-].[Na+].P(Cl)(Cl)([Cl:20])=O.